This data is from hERG potassium channel inhibition data for cardiac toxicity prediction from Karim et al.. The task is: Regression/Classification. Given a drug SMILES string, predict its toxicity properties. Task type varies by dataset: regression for continuous values (e.g., LD50, hERG inhibition percentage) or binary classification for toxic/non-toxic outcomes (e.g., AMES mutagenicity, cardiotoxicity, hepatotoxicity). Dataset: herg_karim. (1) The molecule is [NH3+]C(CC(=O)N1CCC[C@H]1C(=O)NCc1ccc(C(=O)O)cc1)Cc1ccc(F)c(F)c1. The result is 0 (non-blocker). (2) The molecule is Cc1cc(CN2CCN(c3c(Br)cnc4nc(N5CCN(C)CC5)[nH]c34)CC2)no1. The result is 1 (blocker). (3) The compound is CCOC(=O)C1=NN(c2ccccc2)/C(=C2/S/C(=N\c3nc(-c4ccccc4)cc(-c4ccccc4)c3C#N)N(c3ccccc3)C2=O)S1. The result is 1 (blocker). (4) The drug is C[C@@H](O)c1nc2cnc3[nH]ccc3c2n1[C@H]1CC[C@H](CC#N)CC1. The result is 0 (non-blocker).